Dataset: Forward reaction prediction with 1.9M reactions from USPTO patents (1976-2016). Task: Predict the product of the given reaction. Given the reactants C([O-])([O-])=O.[K+].[K+].Br[CH2:8][C:9]([O:11][CH2:12][CH3:13])=[O:10].[CH:14]1([SH:19])[CH2:18][CH2:17][CH2:16][CH2:15]1, predict the reaction product. The product is: [CH:14]1([S:19][CH2:8][C:9]([O:11][CH2:12][CH3:13])=[O:10])[CH2:18][CH2:17][CH2:16][CH2:15]1.